From a dataset of NCI-60 drug combinations with 297,098 pairs across 59 cell lines. Regression. Given two drug SMILES strings and cell line genomic features, predict the synergy score measuring deviation from expected non-interaction effect. (1) Drug 1: C1=NC2=C(N1)C(=S)N=CN2. Drug 2: C1CN(P(=O)(OC1)NCCCl)CCCl. Cell line: SK-MEL-28. Synergy scores: CSS=4.58, Synergy_ZIP=-0.0280, Synergy_Bliss=3.17, Synergy_Loewe=-4.60, Synergy_HSA=-0.762. (2) Drug 1: C1CCC(C1)C(CC#N)N2C=C(C=N2)C3=C4C=CNC4=NC=N3. Drug 2: COC1=NC(=NC2=C1N=CN2C3C(C(C(O3)CO)O)O)N. Cell line: HCT116. Synergy scores: CSS=-5.69, Synergy_ZIP=1.46, Synergy_Bliss=0.500, Synergy_Loewe=-4.92, Synergy_HSA=-3.95. (3) Drug 1: CNC(=O)C1=NC=CC(=C1)OC2=CC=C(C=C2)NC(=O)NC3=CC(=C(C=C3)Cl)C(F)(F)F. Drug 2: CC1CCCC2(C(O2)CC(NC(=O)CC(C(C(=O)C(C1O)C)(C)C)O)C(=CC3=CSC(=N3)C)C)C. Cell line: KM12. Synergy scores: CSS=59.3, Synergy_ZIP=5.51, Synergy_Bliss=3.48, Synergy_Loewe=2.77, Synergy_HSA=8.57.